This data is from Reaction yield outcomes from USPTO patents with 853,638 reactions. The task is: Predict the reaction yield, written as a fraction of the theoretical maximum amount of product (1.0 means a 100% yield; for example, 0.34 means a 34% yield). (1) The reactants are Cl.[NH2:2][CH2:3][C:4]1[CH:5]=[C:6]([CH2:10][N:11]2[C:19]3[C:14](=[C:15]([O:20][CH3:21])[CH:16]=[CH:17][CH:18]=3)[C:13]([NH:22][S:23]([C:26]3[S:27][C:28]([Cl:31])=[CH:29][CH:30]=3)(=[O:25])=[O:24])=[N:12]2)[CH:7]=[CH:8][CH:9]=1.C(N(CC)CC)C.[CH:39]([N:42]=[C:43]=[O:44])([CH3:41])[CH3:40]. The catalyst is C(Cl)Cl.CO. The product is [Cl:31][C:28]1[S:27][C:26]([S:23]([NH:22][C:13]2[C:14]3[C:19](=[CH:18][CH:17]=[CH:16][C:15]=3[O:20][CH3:21])[N:11]([CH2:10][C:6]3[CH:7]=[CH:8][CH:9]=[C:4]([CH2:3][NH:2][C:43]([NH:42][CH:39]([CH3:41])[CH3:40])=[O:44])[CH:5]=3)[N:12]=2)(=[O:25])=[O:24])=[CH:30][CH:29]=1. The yield is 0.750. (2) The reactants are [CH:1]1([OH:8])[CH2:6][CH2:5][CH:4]([OH:7])[CH2:3][CH2:2]1.N1C=CN=C1.CCN(CC)CC.[Si:21](Cl)([C:24]([CH3:27])([CH3:26])[CH3:25])([CH3:23])[CH3:22]. The catalyst is C(Cl)Cl.O. The product is [Si:21]([O:7][CH:4]1[CH2:5][CH2:6][CH:1]([OH:8])[CH2:2][CH2:3]1)([C:24]([CH3:27])([CH3:26])[CH3:25])([CH3:23])[CH3:22]. The yield is 0.420. (3) The reactants are [Cl:1][CH2:2][CH2:3][CH2:4][O:5][C:6]1[CH:11]=[CH:10][C:9]([C:12]2[S:13][C:14]3[CH2:20][CH2:19][CH2:18][CH:17](C(O)=O)[C:15]=3[N:16]=2)=[CH:8][CH:7]=1.C([N:26]([CH2:29]C)CC)C.C1(P(N=[N+]=[N-])(C2C=CC=CC=2)=[O:38])C=CC=CC=1.[CH2:48]([OH:55])[C:49]1[CH:54]=[CH:53][CH:52]=[CH:51][CH:50]=1. The catalyst is C1(C)C=CC=CC=1. The product is [Cl:1][CH2:2][CH2:3][CH2:4][O:5][C:6]1[CH:7]=[CH:8][C:9]([C:12]2[S:13][C:14]3[CH2:20][CH2:19][CH2:18][CH:17]([NH:26][C:29](=[O:38])[O:55][CH2:48][C:49]4[CH:54]=[CH:53][CH:52]=[CH:51][CH:50]=4)[C:15]=3[N:16]=2)=[CH:10][CH:11]=1. The yield is 0.660. (4) The reactants are Br[CH:2]([C:6]1[CH:11]=[CH:10][CH:9]=[CH:8][CH:7]=1)[C:3]([OH:5])=[O:4].[NH2:12][C:13]1[CH:18]=[CH:17][CH:16]=[CH:15][CH:14]=1. The catalyst is ClCCl. The product is [C:6]1([CH:2]([NH:12][C:13]2[CH:18]=[CH:17][CH:16]=[CH:15][CH:14]=2)[C:3]([OH:5])=[O:4])[CH:11]=[CH:10][CH:9]=[CH:8][CH:7]=1. The yield is 0.970. (5) The reactants are C(OC([NH:8][CH2:9][CH2:10][NH:11][C:12]([C:14]1[CH:15]=[C:16]([S:20]([N:23]2[CH2:27][CH2:26][S:25][C@H:24]2[C:28]([O:30][C@H:31]([C:42]2[CH:47]=[CH:46][C:45]([O:48][CH:49]([F:51])[F:50])=[C:44]([O:52][CH2:53][CH:54]3[CH2:56][CH2:55]3)[CH:43]=2)[CH2:32][C:33]2[C:38]([Cl:39])=[CH:37][N+:36]([O-:40])=[CH:35][C:34]=2[Cl:41])=[O:29])(=[O:22])=[O:21])[CH:17]=[CH:18][CH:19]=1)=[O:13])=O)(C)(C)C.C(OCC)(=O)C. The catalyst is Cl. The product is [ClH:39].[NH2:8][CH2:9][CH2:10][NH:11][C:12]([C:14]1[CH:15]=[C:16]([S:20]([N:23]2[CH2:27][CH2:26][S:25][C@H:24]2[C:28]([O:30][C@H:31]([C:42]2[CH:47]=[CH:46][C:45]([O:48][CH:49]([F:50])[F:51])=[C:44]([O:52][CH2:53][CH:54]3[CH2:56][CH2:55]3)[CH:43]=2)[CH2:32][C:33]2[C:38]([Cl:39])=[CH:37][N+:36]([O-:40])=[CH:35][C:34]=2[Cl:41])=[O:29])(=[O:21])=[O:22])[CH:17]=[CH:18][CH:19]=1)=[O:13]. The yield is 1.00. (6) The reactants are ClC(N(C)C)=C(C)C.[Br:9][C:10]1[CH:23]=[C:22]2[C:13]([O:14][C:15]3[C:16]([F:41])=[CH:17][C:18]([O:39][CH3:40])=[CH:19][C:20]=3[C:21]2([NH:27][C:28]([NH:30][C:31](=[O:38])[C:32]2[CH:37]=[CH:36][CH:35]=[CH:34][CH:33]=2)=[S:29])[CH2:24][CH2:25]O)=[CH:12][CH:11]=1. The catalyst is C(Cl)Cl. The product is [Br:9][C:10]1[CH:23]=[C:22]2[C:13]([O:14][C:15]3[C:16]([F:41])=[CH:17][C:18]([O:39][CH3:40])=[CH:19][C:20]=3[C:21]32[CH2:24][CH2:25][S:29][C:28]([NH:30][C:31](=[O:38])[C:32]2[CH:33]=[CH:34][CH:35]=[CH:36][CH:37]=2)=[N:27]3)=[CH:12][CH:11]=1. The yield is 1.00. (7) The reactants are [Br:1][C:2]1[CH:3]=[C:4]([C:9]2[CH:18]=[C:17]3[C:12]([N:13]=[CH:14][CH:15]=[N:16]3)=[C:11]([C:19]([NH:21][CH2:22][C:23]([O:25]CC)=[O:24])=[O:20])[C:10]=2[OH:28])[CH:5]=[C:6]([F:8])[CH:7]=1.[OH-].[Na+]. The catalyst is C(O)C. The product is [Br:1][C:2]1[CH:3]=[C:4]([C:9]2[CH:18]=[C:17]3[C:12]([N:13]=[CH:14][CH:15]=[N:16]3)=[C:11]([C:19]([NH:21][CH2:22][C:23]([OH:25])=[O:24])=[O:20])[C:10]=2[OH:28])[CH:5]=[C:6]([F:8])[CH:7]=1. The yield is 0.0319.